From a dataset of Reaction yield outcomes from USPTO patents with 853,638 reactions. Predict the reaction yield, written as a fraction of the theoretical maximum amount of product (1.0 means a 100% yield; for example, 0.34 means a 34% yield). (1) The reactants are [CH3:1][O:2][C:3]1[CH:4]=[C:5]([C:11]2[CH:12]=[C:13]([C:22](O)=[O:23])[C:14]3[O:18][CH:17]([CH:19]=[CH2:20])[CH2:16][C:15]=3[CH:21]=2)[CH:6]=[CH:7][C:8]=1[O:9][CH3:10].Cl.[CH3:26][O:27][C:28](=[O:41])[C@@H:29]([CH2:31][C:32]1[C:40]2[C:35](=[CH:36][CH:37]=[CH:38][CH:39]=2)[NH:34][CH:33]=1)[NH2:30].C(Cl)CCl.C1C=CC2N(O)N=NC=2C=1. The catalyst is CN(C=O)C.C(N(CC)CC)C. The product is [CH3:26][O:27][C:28](=[O:41])[C@H:29]([NH:30][C:22]([C:13]1[C:14]2[O:18][CH:17]([CH:19]=[CH2:20])[CH2:16][C:15]=2[CH:21]=[C:11]([C:5]2[CH:6]=[CH:7][C:8]([O:9][CH3:10])=[C:3]([O:2][CH3:1])[CH:4]=2)[CH:12]=1)=[O:23])[CH2:31][C:32]1[C:40]2[C:35](=[CH:36][CH:37]=[CH:38][CH:39]=2)[NH:34][CH:33]=1. The yield is 0.640. (2) The reactants are [N+:1]([C:4]1[CH:5]=[C:6]([OH:10])[CH:7]=[CH:8][CH:9]=1)([O-:3])=[O:2].[F-].[Cs+].S(C1C=CC([N+]([O-])=O)=CC=1)(O[CH2:17][C@H:18]1[O:20][CH2:19]1)(=O)=O.O. The catalyst is CN(C=O)C. The product is [N+:1]([C:4]1[CH:5]=[C:6]([O:10][CH2:17][C@H:18]2[O:20][CH2:19]2)[CH:7]=[CH:8][CH:9]=1)([O-:3])=[O:2]. The yield is 0.800. (3) The reactants are [F:1][C:2]([F:14])([F:13])[C:3]([C:5]1[CH:10]=[CH:9][C:8]([F:11])=[CH:7][C:6]=1F)=[O:4].[CH3:15][O:16][C:17]1[CH:18]=[C:19]([CH:25]([NH2:27])[CH3:26])[CH:20]=[C:21]([O:23][CH3:24])[CH:22]=1.C(N(CC)C(C)C)(C)C. The catalyst is C(#N)C. The product is [CH3:24][O:23][C:21]1[CH:20]=[C:19]([CH:25]([NH:27][C:6]2[CH:7]=[C:8]([F:11])[CH:9]=[CH:10][C:5]=2[C:3](=[O:4])[C:2]([F:14])([F:13])[F:1])[CH3:26])[CH:18]=[C:17]([O:16][CH3:15])[CH:22]=1. The yield is 0.340. (4) The reactants are [F:1][CH:2]([F:37])[C:3]1[N:7]([C:8]2[N:13]=[C:12]([N:14]3[CH2:19][CH2:18][O:17][CH2:16][CH2:15]3)[N:11]=[C:10]([N:20]3[CH2:25][CH2:24][CH:23]([NH:26][S:27]([CH3:30])(=[O:29])=[O:28])[CH2:22][CH2:21]3)[N:9]=2)[C:6]2[CH:31]=[CH:32][CH:33]=[C:34]([O:35][CH3:36])[C:5]=2[N:4]=1.C([O-])([O-])=O.[K+].[K+].Br[CH2:45][CH2:46][CH2:47][OH:48]. The catalyst is CN(C=O)C.O. The product is [F:37][CH:2]([F:1])[C:3]1[N:7]([C:8]2[N:13]=[C:12]([N:14]3[CH2:15][CH2:16][O:17][CH2:18][CH2:19]3)[N:11]=[C:10]([N:20]3[CH2:21][CH2:22][CH:23]([N:26]([CH2:45][CH2:46][CH2:47][OH:48])[S:27]([CH3:30])(=[O:29])=[O:28])[CH2:24][CH2:25]3)[N:9]=2)[C:6]2[CH:31]=[CH:32][CH:33]=[C:34]([O:35][CH3:36])[C:5]=2[N:4]=1. The yield is 0.490. (5) The reactants are [C:1]1([O:7][CH3:8])[CH:6]=[CH:5][CH:4]=[CH:3][CH:2]=1.[C:9]1(=[O:15])[O:14][C:12](=[O:13])[CH2:11][CH2:10]1.ClC(Cl)C(Cl)Cl.[N+](C1C=CC=CC=1)([O-])=O.[Cl-].[Cl-].[Cl-].[Al+3].Cl. No catalyst specified. The product is [CH3:8][O:7][C:1]1[CH:6]=[CH:5][C:4]([C:9](=[O:15])[CH2:10][CH2:11][C:12]([OH:14])=[O:13])=[CH:3][CH:2]=1. The yield is 0.470. (6) The reactants are O[CH2:2][C:3]1[CH:12]=[N:11][C:10]2[N:9]3[CH2:13][CH2:14][CH2:15][C@H:8]3[C:7](=[O:16])[NH:6][C:5]=2[CH:4]=1.Cl.[CH2:18]([NH:20][C:21](=[O:36])[C:22]1[CH:27]=[C:26]([F:28])[C:25]([N:29]2[CH2:34][CH2:33][NH:32][CH2:31][CH2:30]2)=[CH:24][C:23]=1[F:35])[CH3:19].[I-].C(C[P+](C)(C)C)#N.C(N(CC)C(C)C)(C)C. The product is [CH2:18]([NH:20][C:21](=[O:36])[C:22]1[CH:27]=[C:26]([F:28])[C:25]([N:29]2[CH2:34][CH2:33][N:32]([CH2:2][C:3]3[CH:12]=[N:11][C:10]4[N:9]5[CH2:13][CH2:14][CH2:15][C@H:8]5[C:7](=[O:16])[NH:6][C:5]=4[CH:4]=3)[CH2:31][CH2:30]2)=[CH:24][C:23]=1[F:35])[CH3:19]. The catalyst is C(#N)CC.ClCCl.CO. The yield is 0.368. (7) The reactants are [Cl:1][C:2]1[C:10]2[N:9]=[C:8]3[N:11]([C:15]4[CH:20]=[CH:19][C:18]([Cl:21])=[CH:17][C:16]=4[Cl:22])[CH2:12][CH2:13][CH2:14][N:7]3[C:6]=2[C:5]([CH:23]([OH:26])[CH2:24][CH3:25])=[CH:4][CH:3]=1.[CH3:27][O:28][CH2:29][C:30](O)=[O:31].C(N(CC)CC)C.Cl.C(N=C=NCCCN(C)C)C. The catalyst is CN(C)C1C=CN=CC=1.O1CCCC1.O. The product is [CH3:27][O:28][CH2:29][C:30]([O:26][CH:23]([C:5]1[C:6]2[N:7]3[CH2:14][CH2:13][CH2:12][N:11]([C:15]4[CH:20]=[CH:19][C:18]([Cl:21])=[CH:17][C:16]=4[Cl:22])[C:8]3=[N:9][C:10]=2[C:2]([Cl:1])=[CH:3][CH:4]=1)[CH2:24][CH3:25])=[O:31]. The yield is 0.560. (8) The reactants are [C:1]1([CH3:29])[CH:6]=[CH:5][CH:4]=[CH:3][C:2]=1[O:7][C:8]1[CH:13]=[CH:12][CH:11]=[CH:10][C:9]=1[C:14]([C@@H:16]1[CH2:21][CH2:20][CH2:19][N:18]([C:22]([O:24][C:25]([CH3:28])([CH3:27])[CH3:26])=[O:23])[CH2:17]1)=[O:15]. The catalyst is C1COCC1. The product is [C:1]1([CH3:29])[CH:6]=[CH:5][CH:4]=[CH:3][C:2]=1[O:7][C:8]1[CH:13]=[CH:12][CH:11]=[CH:10][C:9]=1[C@:14]([C@@H:16]1[CH2:21][CH2:20][CH2:19][N:18]([C:22]([O:24][C:25]([CH3:26])([CH3:28])[CH3:27])=[O:23])[CH2:17]1)([OH:15])[CH2:5][CH2:6][CH2:1][CH2:2][O:7][CH3:8]. The yield is 0.830. (9) The reactants are Br[CH2:2][C:3]([CH3:26])=[CH:4][CH2:5][C:6]1[C:14]([O:15][CH2:16][CH2:17][Si:18]([CH3:21])([CH3:20])[CH3:19])=[C:13]2[C:9]([CH2:10][O:11][C:12]2=[O:22])=[C:8]([CH3:23])[C:7]=1[CH2:24][CH3:25].[CH3:27][O:28][P:29]([O:32]C)[O:30][CH3:31]. No catalyst specified. The product is [CH3:27][O:28][P:29]([CH2:2][C:3]([CH3:26])=[CH:4][CH2:5][C:6]1[C:14]([O:15][CH2:16][CH2:17][Si:18]([CH3:21])([CH3:20])[CH3:19])=[C:13]2[C:9](=[C:8]([CH3:23])[C:7]=1[CH2:24][CH3:25])[CH2:10][O:11][C:12]2=[O:22])(=[O:32])[O:30][CH3:31]. The yield is 0.850. (10) The reactants are [NH2:1][CH2:2][CH2:3][O:4][C:5]([CH3:26])([CH3:25])[CH2:6][N:7]1[C:19]2[C:18]3[CH:17]=[CH:16][CH:15]=[CH:14][C:13]=3[N:12]=[C:11]([NH2:20])[C:10]=2[N:9]=[C:8]1[CH2:21][O:22][CH2:23][CH3:24].C(N(CC)CC)C.[C:34](Cl)(=[O:36])[CH3:35]. The product is [NH2:20][C:11]1[C:10]2[N:9]=[C:8]([CH2:21][O:22][CH2:23][CH3:24])[N:7]([CH2:6][C:5]([CH3:25])([O:4][CH2:3][CH2:2][NH:1][C:34](=[O:36])[CH3:35])[CH3:26])[C:19]=2[C:18]2[CH:17]=[CH:16][CH:15]=[CH:14][C:13]=2[N:12]=1. The catalyst is C(Cl)Cl. The yield is 0.530.